This data is from Reaction yield outcomes from USPTO patents with 853,638 reactions. The task is: Predict the reaction yield, written as a fraction of the theoretical maximum amount of product (1.0 means a 100% yield; for example, 0.34 means a 34% yield). The reactants are Br[CH2:2][C:3]1[CH:8]=[C:7]([C:9]([O:11]C)=[O:10])[CH:6]=[CH:5][C:4]=1[C:13]1[CH:18]=[C:17]([O:19][CH3:20])[CH:16]=[CH:15][C:14]=1[F:21].[CH3:22][C:23]([O-:26])([CH3:25])[CH3:24].[Na+].Cl. The catalyst is CN(C=O)C. The product is [CH3:22][C:23]([O:26][CH2:2][C:3]1[CH:8]=[C:7]([C:9]([OH:11])=[O:10])[CH:6]=[CH:5][C:4]=1[C:13]1[CH:18]=[C:17]([O:19][CH3:20])[CH:16]=[CH:15][C:14]=1[F:21])([CH3:25])[CH3:24]. The yield is 0.200.